Dataset: Reaction yield outcomes from USPTO patents with 853,638 reactions. Task: Predict the reaction yield, written as a fraction of the theoretical maximum amount of product (1.0 means a 100% yield; for example, 0.34 means a 34% yield). (1) The reactants are [Cl:1][C:2]1[CH:7]=[CH:6][C:5]([Cl:8])=[CH:4][C:3]=1[C:9]1[C:14]([Cl:15])=[CH:13][C:12]([O:16][CH3:17])=[C:11]([CH2:18][CH:19]=O)[CH:10]=1.[N:21]1([C:27]([O:29][C:30]([CH3:33])([CH3:32])[CH3:31])=[O:28])[CH2:26][CH2:25][NH:24][CH2:23][CH2:22]1.CC(O)=O.[BH-](OC(C)=O)(OC(C)=O)OC(C)=O.[Na+]. The catalyst is C(Cl)Cl.O. The product is [Cl:1][C:2]1[CH:7]=[CH:6][C:5]([Cl:8])=[CH:4][C:3]=1[C:9]1[C:14]([Cl:15])=[CH:13][C:12]([O:16][CH3:17])=[C:11]([CH2:18][CH2:19][N:24]2[CH2:23][CH2:22][N:21]([C:27]([O:29][C:30]([CH3:33])([CH3:32])[CH3:31])=[O:28])[CH2:26][CH2:25]2)[CH:10]=1. The yield is 0.770. (2) The reactants are [C:1]1([CH2:7][CH2:8][NH:9][S:10]([NH:13]C(=O)OCC2C=CC=CC=2)(=[O:12])=[O:11])[CH:6]=[CH:5][CH:4]=[CH:3][CH:2]=1. The catalyst is C(O)C.[C].[Pd]. The product is [C:1]1([CH2:7][CH2:8][NH:9][S:10]([NH2:13])(=[O:12])=[O:11])[CH:2]=[CH:3][CH:4]=[CH:5][CH:6]=1. The yield is 0.930.